Dataset: HIV replication inhibition screening data with 41,000+ compounds from the AIDS Antiviral Screen. Task: Binary Classification. Given a drug SMILES string, predict its activity (active/inactive) in a high-throughput screening assay against a specified biological target. (1) The molecule is O=C1O[Cu-3]2(Oc3c(I)cc(I)cc31)Oc1ccc([N+](=O)[O-])c3ccc[n+]2c13. The result is 0 (inactive). (2) The molecule is CC(=O)C(=Cn1c(=S)[nH]c2ccccc21)C(=O)Nc1ccccc1. The result is 0 (inactive). (3) The molecule is COC(=O)c1cc(C(=CCCC(C)C2CCC3C4CCC5CC(F)(F)CCC5(C)C4CCC23C)c2cc(Cl)c(OC)c(C(=O)OC)c2)cc(Cl)c1OC. The result is 0 (inactive). (4) The molecule is COc1ccccc1C=C1C(=O)N(C(=O)Cc2ccccc2)N=C1C. The result is 0 (inactive).